This data is from Reaction yield outcomes from USPTO patents with 853,638 reactions. The task is: Predict the reaction yield, written as a fraction of the theoretical maximum amount of product (1.0 means a 100% yield; for example, 0.34 means a 34% yield). (1) The reactants are Br[C:2]1[C:3]([C:7]2[CH:8]=[N:9][CH:10]=[CH:11][CH:12]=2)=[N:4][NH:5][CH:6]=1.[Li]CCCC.[CH3:18][S:19]SC. The catalyst is C1COCC1. The product is [CH3:18][S:19][C:2]1[C:3]([C:7]2[CH:8]=[N:9][CH:10]=[CH:11][CH:12]=2)=[N:4][NH:5][CH:6]=1. The yield is 0.670. (2) The reactants are P(Cl)(Cl)([Cl:3])=O.O[CH2:7][CH2:8][C:9]1[CH:10]=[C:11]2[C:15](=[CH:16][CH:17]=1)[NH:14][CH:13]=[CH:12]2.CN([CH:21]=[O:22])C. No catalyst specified. The product is [Cl:3][CH2:7][CH2:8][C:9]1[CH:10]=[C:11]2[C:15](=[CH:16][CH:17]=1)[NH:14][CH:13]=[C:12]2[CH:21]=[O:22]. The yield is 0.900. (3) The yield is 0.829. No catalyst specified. The reactants are [Cl:1][C:2]1[N:7]=[N:6][C:5]([NH2:8])=[CH:4][CH:3]=1.CO[CH:11](OC)[N:12]([CH3:14])[CH3:13]. The product is [Cl:1][C:2]1[N:7]=[N:6][C:5](/[N:8]=[CH:11]/[N:12]([CH3:14])[CH3:13])=[CH:4][CH:3]=1. (4) The reactants are I[C:2]1[CH:9]=[C:8]([S:10]([F:15])([F:14])([F:13])([F:12])[F:11])[CH:7]=[C:4]([C:5]#[N:6])[C:3]=1[C:16]#[N:17].C(=O)([O-])[O-].[K+].[K+].C(O)CO.[C:28]1([SH:34])[CH:33]=[CH:32][CH:31]=[CH:30][CH:29]=1. The yield is 0.740. The product is [S:34]([C:2]1[CH:9]=[C:8]([S:10]([F:15])([F:14])([F:13])([F:12])[F:11])[CH:7]=[C:4]([C:5]#[N:6])[C:3]=1[C:16]#[N:17])[C:28]1[CH:33]=[CH:32][CH:31]=[CH:30][CH:29]=1. The catalyst is [Cu](I)I.O.C(O)(C)C. (5) The reactants are [NH2:1][CH:2]1[CH2:8][CH2:7][CH2:6][N:5]([C:9]2[C:10]3[O:31][CH:30]=[CH:29][C:11]=3[N:12]=[C:13]([NH:15][C:16]3[CH:28]=[CH:27][C:19]4[O:20][C:21]([CH3:26])([CH3:25])[C:22](=[O:24])[NH:23][C:18]=4[CH:17]=3)[N:14]=2)[CH2:4][CH:3]1[O:32][Si](C(C)(C)C)(C)C.CC(OC(OC(OC(C)(C)C)=O)=O)(C)C.ClC1N=C(Cl)C2OC=CC=2N=1.NC1C=CC2OC(C)(C)C(=O)NC=2C=1.CCCC[N+](CCCC)(CCCC)CCCC.[F-]. The catalyst is C1COCC1. The product is [NH2:1][CH:2]1[CH2:8][CH2:7][CH2:6][N:5]([C:9]2[C:10]3[O:31][CH:30]=[CH:29][C:11]=3[N:12]=[C:13]([NH:15][C:16]3[CH:28]=[CH:27][C:19]4[O:20][C:21]([CH3:26])([CH3:25])[C:22](=[O:24])[NH:23][C:18]=4[CH:17]=3)[N:14]=2)[CH2:4][CH:3]1[OH:32]. The yield is 0.350. (6) The reactants are [NH2:1][C:2]1[C:7]2=[C:8]([C:13]3[CH:18]=[CH:17][C:16]([NH:19][C:20]([NH:22][C:23]4[CH:28]=[C:27]([CH3:29])[CH:26]=[CH:25][N:24]=4)=[O:21])=[CH:15][CH:14]=3)[C:9]([CH2:11][OH:12])=[CH:10][N:6]2[N:5]=[CH:4][N:3]=1.S(Cl)(Cl)=O.[CH2:34](N(CC)CC)C. The catalyst is C(Cl)Cl. The product is [NH2:1][C:2]1[C:7]2=[C:8]([C:13]3[CH:18]=[CH:17][C:16]([NH:19][C:20]([NH:22][C:23]4[CH:28]=[C:27]([CH3:29])[CH:26]=[CH:25][N:24]=4)=[O:21])=[CH:15][CH:14]=3)[C:9]([CH2:11][O:12][CH3:34])=[CH:10][N:6]2[N:5]=[CH:4][N:3]=1. The yield is 0.600.